Dataset: Catalyst prediction with 721,799 reactions and 888 catalyst types from USPTO. Task: Predict which catalyst facilitates the given reaction. (1) Product: [C:1]1([C:7]2([C:10]3[N:15]=[C:14]4[S:16][C:17]([C:19]5[CH:20]=[C:21]6[C:26](=[CH:27][CH:28]=5)[CH2:25][N:24]([CH2:31][CH2:30][C:29]([OH:33])=[O:32])[CH2:23][CH2:22]6)=[N:18][C:13]4=[CH:12][CH:11]=3)[CH2:9][CH2:8]2)[CH:2]=[CH:3][CH:4]=[CH:5][CH:6]=1. Reactant: [C:1]1([C:7]2([C:10]3[N:15]=[C:14]4[S:16][C:17]([C:19]5[CH:20]=[C:21]6[C:26](=[CH:27][CH:28]=5)[CH2:25][NH:24][CH2:23][CH2:22]6)=[N:18][C:13]4=[CH:12][CH:11]=3)[CH2:9][CH2:8]2)[CH:6]=[CH:5][CH:4]=[CH:3][CH:2]=1.[C:29]([OH:33])(=[O:32])[CH:30]=[CH2:31].CCN(C(C)C)C(C)C. The catalyst class is: 5. (2) The catalyst class is: 369. Reactant: [OH:1][C@H:2]1[CH2:6][CH2:5][O:4][C:3]1=[O:7].N1C=CN=C1.[Si:13](Cl)([C:16]([CH3:19])([CH3:18])[CH3:17])([CH3:15])[CH3:14]. Product: [Si:13]([O:1][C@H:2]1[CH2:6][CH2:5][O:4][C:3]1=[O:7])([C:16]([CH3:19])([CH3:18])[CH3:17])([CH3:15])[CH3:14]. (3) Reactant: [CH2:1]([O:5][C:6]1[CH:11]=[CH:10][C:9]([N+:12]([O-])=O)=[CH:8][CH:7]=1)[CH:2]([CH3:4])[CH3:3]. Product: [CH2:1]([O:5][C:6]1[CH:7]=[CH:8][C:9]([NH2:12])=[CH:10][CH:11]=1)[CH:2]([CH3:4])[CH3:3]. The catalyst class is: 78. (4) Reactant: [FH:1].F.F.C(N(CC)CC)C.[Br:11]N1C(=O)CCC1=O.[CH2:19]=[CH:20][C:21]1[CH:26]=[CH:25][CH:24]=[CH:23][CH:22]=1.[NH4+].[OH-]. Product: [Br:11][CH2:19][CH:20]([C:21]1[CH:26]=[CH:25][CH:24]=[CH:23][CH:22]=1)[F:1]. The catalyst class is: 2.